The task is: Predict the reactants needed to synthesize the given product.. This data is from Full USPTO retrosynthesis dataset with 1.9M reactions from patents (1976-2016). (1) Given the product [NH2:11][C:10]1[C:3]2[C:4](=[N:5][C:6]([CH3:8])=[CH:7][C:2]=2[CH3:1])[S:9][C:16]=1[C:17](=[O:18])[C:19]1[CH:24]=[CH:23][C:22]([O:25][CH3:26])=[CH:21][C:20]=1[O:14][CH3:12], predict the reactants needed to synthesize it. The reactants are: [CH3:1][C:2]1[CH:7]=[C:6]([CH3:8])[NH:5][C:4](=[S:9])[C:3]=1[C:10]#[N:11].[CH2:12]([OH:14])C.Br[CH2:16][C:17]([C:19]1[CH:24]=[CH:23][C:22]([O:25][CH3:26])=[CH:21][CH:20]=1)=[O:18]. (2) Given the product [C:38]([O:37][C:35]([N:22]([S:19]([C:16]1[CH:15]=[CH:14][C:13]([N:12]2[C:8]([C:5]3[CH:6]=[CH:7][C:2]([CH3:1])=[CH:3][CH:4]=3)=[CH:9][C:10]([C:23]([F:24])([F:26])[F:25])=[N:11]2)=[CH:18][CH:17]=1)(=[O:21])=[O:20])[CH2:50][C:51]([O:53][CH3:54])=[O:52])=[O:36])([CH3:39])([CH3:40])[CH3:41], predict the reactants needed to synthesize it. The reactants are: [CH3:1][C:2]1[CH:3]=[CH:4][C:5]([C:8]2[N:12]([C:13]3[CH:14]=[CH:15][C:16]([S:19]([NH2:22])(=[O:21])=[O:20])=[CH:17][CH:18]=3)[N:11]=[C:10]([C:23]([F:26])([F:25])[F:24])[CH:9]=2)=[CH:6][CH:7]=1.[C:35](O[C:35]([O:37][C:38]([CH3:41])([CH3:40])[CH3:39])=[O:36])([O:37][C:38]([CH3:41])([CH3:40])[CH3:39])=[O:36].C(N(CC)CC)C.Br[CH2:50][C:51]([O:53][CH3:54])=[O:52].C([O-])([O-])=O.[K+].[K+].C([O-])(O)=O.[Na+].